Dataset: Catalyst prediction with 721,799 reactions and 888 catalyst types from USPTO. Task: Predict which catalyst facilitates the given reaction. Reactant: [O:1]=[O+][O-].[CH:4]([C:6]12[CH2:13][CH2:12][C:9]([C:14]([O:16][CH2:17][C:18]3[CH:23]=[CH:22][CH:21]=[CH:20][CH:19]=3)=[O:15])([CH2:10][CH2:11]1)[CH2:8][O:7]2)=C.CSC. Product: [CH:4]([C:6]12[CH2:11][CH2:10][C:9]([C:14]([O:16][CH2:17][C:18]3[CH:19]=[CH:20][CH:21]=[CH:22][CH:23]=3)=[O:15])([CH2:12][CH2:13]1)[CH2:8][O:7]2)=[O:1]. The catalyst class is: 4.